This data is from CYP2C9 inhibition data for predicting drug metabolism from PubChem BioAssay. The task is: Regression/Classification. Given a drug SMILES string, predict its absorption, distribution, metabolism, or excretion properties. Task type varies by dataset: regression for continuous measurements (e.g., permeability, clearance, half-life) or binary classification for categorical outcomes (e.g., BBB penetration, CYP inhibition). Dataset: cyp2c9_veith. The compound is O=C1c2ccccc2-c2ccc(N(Cc3ccc(Br)cc3)Cc3ccc(Br)cc3)cc21. The result is 0 (non-inhibitor).